This data is from Catalyst prediction with 721,799 reactions and 888 catalyst types from USPTO. The task is: Predict which catalyst facilitates the given reaction. (1) Reactant: [F:1][C:2]1[CH:7]=[C:6]([N+:8]([O-])=O)[C:5]([N:11]2[CH2:16][CH2:15][CH:14]([CH3:17])[CH2:13][CH2:12]2)=[CH:4][C:3]=1[N:18]1[CH2:23][CH2:22][N:21]([CH3:24])[CH2:20][CH2:19]1.[C:25]([C:27]1[O:31][C:30]([C:32](O)=[O:33])=[CH:29][CH:28]=1)#[N:26].C(Cl)(=O)C(Cl)=O.CCN(C(C)C)C(C)C. Product: [F:1][C:2]1[C:3]([N:18]2[CH2:23][CH2:22][N:21]([CH3:24])[CH2:20][CH2:19]2)=[CH:4][C:5]([N:11]2[CH2:16][CH2:15][CH:14]([CH3:17])[CH2:13][CH2:12]2)=[C:6]([NH:8][C:32]([C:30]2[O:31][C:27]([C:25]#[N:26])=[CH:28][CH:29]=2)=[O:33])[CH:7]=1. The catalyst class is: 350. (2) Reactant: [CH3:1][C:2]1[C:11](C(OCC)=O)=[C:5]2[CH:6]=[C:7]([CH3:10])[CH:8]=[CH:9][N:4]2[N:3]=1.[OH-].[Na+]. Product: [CH3:1][C:2]1[CH:11]=[C:5]2[CH:6]=[C:7]([CH3:10])[CH:8]=[CH:9][N:4]2[N:3]=1. The catalyst class is: 82.